The task is: Predict the reactants needed to synthesize the given product.. This data is from Full USPTO retrosynthesis dataset with 1.9M reactions from patents (1976-2016). (1) Given the product [C:6]([C:5]1[CH:8]=[CH:9][C:2]([C:10]2[CH:15]=[CH:14][CH:13]=[CH:12][CH:11]=2)=[CH:3][CH:4]=1)#[N:7], predict the reactants needed to synthesize it. The reactants are: Cl[C:2]1[CH:9]=[CH:8][C:5]([C:6]#[N:7])=[CH:4][CH:3]=1.[C:10]1(B(O)O)[CH:15]=[CH:14][CH:13]=[CH:12][CH:11]=1.[F-].[Cs+]. (2) Given the product [N:24]1([CH2:30][CH2:31][NH:32][C:2]2[N:7]=[CH:6][N:5]=[C:4]3[C:8]4[C:9](=[N:11][C:12]([N:19]5[CH2:23][CH2:22][CH2:21][CH2:20]5)=[C:13]5[CH2:18][O:17][CH2:16][CH2:15][C:14]=45)[S:10][C:3]=23)[CH2:29][CH2:28][O:27][CH2:26][CH2:25]1, predict the reactants needed to synthesize it. The reactants are: Cl[C:2]1[N:7]=[CH:6][N:5]=[C:4]2[C:8]3[C:9](=[N:11][C:12]([N:19]4[CH2:23][CH2:22][CH2:21][CH2:20]4)=[C:13]4[CH2:18][O:17][CH2:16][CH2:15][C:14]=34)[S:10][C:3]=12.[N:24]1([CH2:30][CH2:31][NH2:32])[CH2:29][CH2:28][O:27][CH2:26][CH2:25]1.